From a dataset of Full USPTO retrosynthesis dataset with 1.9M reactions from patents (1976-2016). Predict the reactants needed to synthesize the given product. (1) Given the product [Br:5][C:6]1[CH:11]=[CH:10][C:9]([Cl:12])=[C:8]([CH2:13][Br:2])[C:7]=1[F:15], predict the reactants needed to synthesize it. The reactants are: P(Br)(Br)[Br:2].[Br:5][C:6]1[C:7]([F:15])=[C:8]([CH2:13]O)[C:9]([Cl:12])=[CH:10][CH:11]=1.O. (2) Given the product [Br:24][C:19]1[CH:18]=[CH:17][C:16]2[C:21](=[CH:22][CH:23]=[C:14]([N:7]([C:26]3[CH:31]=[CH:30][CH:29]=[CH:28][CH:27]=3)[C:8]3[CH:9]=[CH:10][CH:11]=[CH:12][CH:13]=3)[CH:15]=2)[CH:20]=1, predict the reactants needed to synthesize it. The reactants are: CNCCNC.[NH:7]([C:14]1[CH:23]=[CH:22][C:21]2[C:16](=[CH:17][CH:18]=[C:19]([Br:24])[CH:20]=2)[CH:15]=1)[C:8]1[CH:13]=[CH:12][CH:11]=[CH:10][CH:9]=1.I[C:26]1[CH:31]=[CH:30][CH:29]=[CH:28][CH:27]=1.CC(C)([O-])C.[Na+]. (3) Given the product [O:8]=[CH:6][C@@H:5]([C@H:4]([C@@H:3]([C@@H:2]([CH2:1][OH:23])[OH:7])[OH:22])[OH:21])[OH:20], predict the reactants needed to synthesize it. The reactants are: [CH2:1]([OH:23])[C@H:2]1[O:7][C@H:6]([O:8][C@]2(CO)O[C@H](CO)[C@@H](O)[C@@H]2O)[C@H:5]([OH:20])[C@@H:4]([OH:21])[C@@H:3]1[OH:22].C(O)C(N)(CO)CO.Cl.